This data is from NCI-60 drug combinations with 297,098 pairs across 59 cell lines. The task is: Regression. Given two drug SMILES strings and cell line genomic features, predict the synergy score measuring deviation from expected non-interaction effect. (1) Drug 1: CCCS(=O)(=O)NC1=C(C(=C(C=C1)F)C(=O)C2=CNC3=C2C=C(C=N3)C4=CC=C(C=C4)Cl)F. Drug 2: C1=CC(=CC=C1CCC2=CNC3=C2C(=O)NC(=N3)N)C(=O)NC(CCC(=O)O)C(=O)O. Cell line: T-47D. Synergy scores: CSS=8.27, Synergy_ZIP=-1.60, Synergy_Bliss=4.07, Synergy_Loewe=3.31, Synergy_HSA=3.48. (2) Drug 1: CCCCC(=O)OCC(=O)C1(CC(C2=C(C1)C(=C3C(=C2O)C(=O)C4=C(C3=O)C=CC=C4OC)O)OC5CC(C(C(O5)C)O)NC(=O)C(F)(F)F)O. Drug 2: C#CCC(CC1=CN=C2C(=N1)C(=NC(=N2)N)N)C3=CC=C(C=C3)C(=O)NC(CCC(=O)O)C(=O)O. Cell line: BT-549. Synergy scores: CSS=38.1, Synergy_ZIP=-10.5, Synergy_Bliss=-14.8, Synergy_Loewe=-11.9, Synergy_HSA=-12.5.